This data is from NCI-60 drug combinations with 297,098 pairs across 59 cell lines. The task is: Regression. Given two drug SMILES strings and cell line genomic features, predict the synergy score measuring deviation from expected non-interaction effect. (1) Drug 1: C1=CC(=CC=C1CCC2=CNC3=C2C(=O)NC(=N3)N)C(=O)NC(CCC(=O)O)C(=O)O. Drug 2: CC1C(C(CC(O1)OC2CC(CC3=C2C(=C4C(=C3O)C(=O)C5=CC=CC=C5C4=O)O)(C(=O)C)O)N)O. Cell line: HL-60(TB). Synergy scores: CSS=50.6, Synergy_ZIP=-4.21, Synergy_Bliss=-13.9, Synergy_Loewe=-5.65, Synergy_HSA=-7.46. (2) Drug 1: CC1CCC2CC(C(=CC=CC=CC(CC(C(=O)C(C(C(=CC(C(=O)CC(OC(=O)C3CCCCN3C(=O)C(=O)C1(O2)O)C(C)CC4CCC(C(C4)OC)OCCO)C)C)O)OC)C)C)C)OC. Drug 2: COCCOC1=C(C=C2C(=C1)C(=NC=N2)NC3=CC=CC(=C3)C#C)OCCOC.Cl. Cell line: COLO 205. Synergy scores: CSS=-1.72, Synergy_ZIP=-1.86, Synergy_Bliss=-4.29, Synergy_Loewe=-20.0, Synergy_HSA=-10.5.